Dataset: Experimentally validated miRNA-target interactions with 360,000+ pairs, plus equal number of negative samples. Task: Binary Classification. Given a miRNA mature sequence and a target amino acid sequence, predict their likelihood of interaction. The miRNA is hsa-miR-7852-3p with sequence UAUGUAGUAGUCAAAGGCAUUU. The protein sequence of the target gene is MSEEKPKEGVKTENDHINLKVAGQDGSVVQFKIKRHTPLSKLMKAYCERQGLSMRQIRFRFDGQPINETDTPAQLEMEDEDTIDVFQQQTGGVPESSLAGHSF. Result: 0 (no interaction).